This data is from Forward reaction prediction with 1.9M reactions from USPTO patents (1976-2016). The task is: Predict the product of the given reaction. Given the reactants [Cl:1][C:2]1[CH:7]=[CH:6][C:5]([S:8][C:9]2[NH:13][C:12]([C:14]3[CH:19]=[CH:18][CH:17]=[CH:16][CH:15]=3)=[N:11][C:10]=2[C:20]2[CH:27]=[CH:26][C:23]([C:24]#[N:25])=[CH:22][CH:21]=2)=[CH:4][CH:3]=1.[H-].[Na+].[CH2:30](I)[CH3:31], predict the reaction product. The product is: [Cl:1][C:2]1[CH:7]=[CH:6][C:5]([S:8][C:9]2[N:13]([CH2:30][CH3:31])[C:12]([C:14]3[CH:19]=[CH:18][CH:17]=[CH:16][CH:15]=3)=[N:11][C:10]=2[C:20]2[CH:21]=[CH:22][C:23]([C:24]#[N:25])=[CH:26][CH:27]=2)=[CH:4][CH:3]=1.